Dataset: Forward reaction prediction with 1.9M reactions from USPTO patents (1976-2016). Task: Predict the product of the given reaction. (1) Given the reactants [CH3:1][C:2]1[N:7]=[C:6]2[NH:8][N:9]=[CH:10][C:5]2=[C:4]([NH2:11])[N:3]=1.C(=O)([O-])[O-].[K+].[K+].CNC1CCCCC1NC.[F:28][C:29]1[CH:34]=[CH:33][CH:32]=[CH:31][C:30]=1I, predict the reaction product. The product is: [F:28][C:29]1[CH:34]=[CH:33][CH:32]=[CH:31][C:30]=1[N:8]1[C:6]2=[N:7][C:2]([CH3:1])=[N:3][C:4]([NH2:11])=[C:5]2[CH:10]=[N:9]1. (2) Given the reactants [Cl:1][C:2]1[CH:19]=[CH:18][C:5]([C:6]([NH:8][C:9]2[S:10][CH:11]=[C:12]([CH2:14][C:15]([OH:17])=O)[N:13]=2)=[O:7])=[CH:4][CH:3]=1.Cl.Cl.[N:22]1([C:28]2[S:29][CH2:30][CH2:31][N:32]=2)[CH2:27][CH2:26][NH:25][CH2:24][CH2:23]1, predict the reaction product. The product is: [Cl:1][C:2]1[CH:3]=[CH:4][C:5]([C:6]([NH:8][C:9]2[S:10][CH:11]=[C:12]([CH2:14][C:15]([N:25]3[CH2:26][CH2:27][N:22]([C:28]4[S:29][CH2:30][CH2:31][N:32]=4)[CH2:23][CH2:24]3)=[O:17])[N:13]=2)=[O:7])=[CH:18][CH:19]=1. (3) Given the reactants Br[C:2]1[CH:3]=[C:4]([CH:7]=[C:8]([F:10])[CH:9]=1)[C:5]#[N:6].C1C=CC(P(C2C=CC=CC=2)C2C=CC=CC=2)=CC=1.C([O-])([O-])=O.[K+].[K+].[CH3:36][C:37]([Si:40]([CH3:53])([CH3:52])[O:41][CH2:42][C:43]1[CH:44]=[C:45](B(O)O)[CH:46]=[CH:47][CH:48]=1)([CH3:39])[CH3:38], predict the reaction product. The product is: [CH3:39][C:37]([Si:40]([CH3:53])([CH3:52])[O:41][CH2:42][C:43]1[CH:44]=[C:45]([C:2]2[CH:9]=[C:8]([F:10])[CH:7]=[C:4]([C:5]#[N:6])[CH:3]=2)[CH:46]=[CH:47][CH:48]=1)([CH3:36])[CH3:38]. (4) Given the reactants [F:1][C:2]([F:20])([F:19])[C:3](=O)[CH2:4][C:5]([C:7]1[CH:17]=[CH:16][C:10]2[O:11][CH2:12][C:13](=[O:15])[NH:14][C:9]=2[CH:8]=1)=O.Cl.[F:22][C:23]1[CH:24]=[C:25]([NH:30][NH2:31])[CH:26]=[C:27]([F:29])[CH:28]=1, predict the reaction product. The product is: [F:22][C:23]1[CH:24]=[C:25]([N:30]2[C:5]([C:7]3[CH:17]=[CH:16][C:10]4[O:11][CH2:12][C:13](=[O:15])[NH:14][C:9]=4[CH:8]=3)=[CH:4][C:3]([C:2]([F:20])([F:19])[F:1])=[N:31]2)[CH:26]=[C:27]([F:29])[CH:28]=1. (5) Given the reactants [OH:1][N:2]([CH3:29])[C:3](=[NH:28])/[C:4](=[N:11]\[O:12][CH2:13][C:14]1[N:19]=[C:18]([NH:20][C:21](=[O:27])[O:22][C:23]([CH3:26])([CH3:25])[CH3:24])[CH:17]=[CH:16][CH:15]=1)/[C:5]1[CH:10]=[CH:9][CH:8]=[CH:7][N:6]=1.[C:30](N1C=CN=C1)(N1C=CN=C1)=[O:31], predict the reaction product. The product is: [CH3:29][N:2]1[C:3](/[C:4](=[N:11]\[O:12][CH2:13][C:14]2[N:19]=[C:18]([NH:20][C:21](=[O:27])[O:22][C:23]([CH3:25])([CH3:26])[CH3:24])[CH:17]=[CH:16][CH:15]=2)/[C:5]2[CH:10]=[CH:9][CH:8]=[CH:7][N:6]=2)=[N:28][C:30](=[O:31])[O:1]1. (6) Given the reactants [Cl:1][C:2]1[CH:23]=[C:22]([CH2:24][N:25]2[CH2:30][CH2:29][N:28]([S:31]([CH3:34])(=[O:33])=[O:32])[CH2:27][CH2:26]2)[CH:21]=[CH:20][C:3]=1[O:4][CH:5]1[CH2:10][CH2:9][N:8]([C:11]2[N:16]=[CH:15][C:14]([C:17](O)=[O:18])=[CH:13][N:12]=2)[CH2:7][CH2:6]1.C(Cl)(=O)C(Cl)=O.[OH-].[NH4+:42], predict the reaction product. The product is: [Cl:1][C:2]1[CH:23]=[C:22]([CH2:24][N:25]2[CH2:26][CH2:27][N:28]([S:31]([CH3:34])(=[O:33])=[O:32])[CH2:29][CH2:30]2)[CH:21]=[CH:20][C:3]=1[O:4][CH:5]1[CH2:6][CH2:7][N:8]([C:11]2[N:12]=[CH:13][C:14]([C:17]([NH2:42])=[O:18])=[CH:15][N:16]=2)[CH2:9][CH2:10]1. (7) Given the reactants [C:1](NC(N)=N)#[N:2].[Cl:7][C:8]1[CH:13]=[CH:12][C:11]([N:14]=[C:15]=[N:16][C:17]2[CH:22]=[CH:21][CH:20]=[C:19]([F:23])[C:18]=2[F:24])=[C:10]([O:25][Si](C(C)(C)C)(C)C)[C:9]=1[S:33]([N:36]([CH3:38])[CH3:37])(=[O:35])=[O:34].[N:39]#CN.C(N(CC)C(C)C)(C)C.[F-].[Cs+], predict the reaction product. The product is: [Cl:7][C:8]1[CH:13]=[CH:12][C:11]([N:14]([C:1]#[N:2])[C:15]([NH:16][C:17]2[CH:22]=[CH:21][CH:20]=[C:19]([F:23])[C:18]=2[F:24])=[NH:39])=[C:10]([OH:25])[C:9]=1[S:33]([N:36]([CH3:37])[CH3:38])(=[O:35])=[O:34]. (8) Given the reactants [NH2:1][C:2]1[C:11]2[N:12]=[C:13]([CH2:22][O:23][CH2:24][CH3:25])[N:14]([CH2:15][CH2:16][CH2:17][O:18][CH:19]([CH3:21])[CH3:20])[C:10]=2[C:9]2[CH:8]=[CH:7][C:6]([CH2:26][CH2:27][CH2:28][CH2:29][N:30]3C(=O)C4C(=CC=CC=4)C3=O)=[CH:5][C:4]=2[N:3]=1.NN, predict the reaction product. The product is: [NH2:30][CH2:29][CH2:28][CH2:27][CH2:26][C:6]1[CH:7]=[CH:8][C:9]2[C:10]3[N:14]([CH2:15][CH2:16][CH2:17][O:18][CH:19]([CH3:20])[CH3:21])[C:13]([CH2:22][O:23][CH2:24][CH3:25])=[N:12][C:11]=3[C:2]([NH2:1])=[N:3][C:4]=2[CH:5]=1.